Dataset: Full USPTO retrosynthesis dataset with 1.9M reactions from patents (1976-2016). Task: Predict the reactants needed to synthesize the given product. Given the product [NH2:3][CH2:12][CH:13]([NH:22][C:23]1[S:24][C:27]([C:29]2[CH:30]=[C:31]3[C:36](=[CH:37][CH:38]=2)[CH:35]=[N:34][CH:33]=[CH:32]3)=[N:26][N:25]=1)[CH2:14][C:15]1[CH:20]=[CH:19][C:18]([Cl:21])=[CH:17][CH:16]=1, predict the reactants needed to synthesize it. The reactants are: O=C1C2C=CC=CC=2C(=O)[N:3]1[CH2:12][CH:13]([NH:22][C:23]([NH:25][NH:26][C:27]([C:29]1[CH:30]=[C:31]2[C:36](=[CH:37][CH:38]=1)[CH:35]=[N:34][CH:33]=[CH:32]2)=O)=[S:24])[CH2:14][C:15]1[CH:20]=[CH:19][C:18]([Cl:21])=[CH:17][CH:16]=1.Cl.NC(CC1C=CC(Cl)=CC=1)CN1C(=O)C2C=CC=CC=2C1=O.